The task is: Predict the reactants needed to synthesize the given product.. This data is from Full USPTO retrosynthesis dataset with 1.9M reactions from patents (1976-2016). Given the product [F:16][C:15]([F:18])([F:17])[C:14]([NH:13][C@H:10]1[CH2:9][CH2:8][C:7]2[C:12](=[C:3]([O:2][CH3:1])[CH:4]=[CH:5][C:6]=2[S:20]([NH:30][C:25]2[CH:26]=[CH:27][CH:28]=[CH:29][N:24]=2)(=[O:22])=[O:21])[CH2:11]1)=[O:19], predict the reactants needed to synthesize it. The reactants are: [CH3:1][O:2][C:3]1[C:12]2[CH2:11][C@@H:10]([NH:13][C:14](=[O:19])[C:15]([F:18])([F:17])[F:16])[CH2:9][CH2:8][C:7]=2[C:6]([S:20](Cl)(=[O:22])=[O:21])=[CH:5][CH:4]=1.[N:24]1[CH:29]=[CH:28][CH:27]=[CH:26][C:25]=1[NH2:30].N1C=CC=CC=1.